Dataset: Catalyst prediction with 721,799 reactions and 888 catalyst types from USPTO. Task: Predict which catalyst facilitates the given reaction. (1) Reactant: C(Cl)(=O)C(Cl)=O.C[O:8][C:9](=[O:22])[CH:10]([NH:19][CH:20]=O)[CH2:11][C:12]1[CH:17]=[CH:16][C:15]([Cl:18])=[CH:14][CH:13]=1. Product: [Cl:18][C:15]1[CH:16]=[C:17]2[C:12]([CH:11]=[C:10]([C:9]([OH:8])=[O:22])[N:19]=[CH:20]2)=[CH:13][CH:14]=1. The catalyst class is: 34. (2) Reactant: [C:1]([O:5][C:6](=[O:34])[CH2:7][O:8][C:9]1[C:18]2[CH2:17][CH2:16][CH2:15][C@@H:14]([NH:19][S:20]([C:23]3[CH:28]=[C:27]([C:29]([F:32])([F:31])[F:30])[CH:26]=[C:25](Br)[CH:24]=3)(=[O:22])=[O:21])[C:13]=2[CH:12]=[CH:11][CH:10]=1)([CH3:4])([CH3:3])[CH3:2].[CH3:35][C:36](C)([O-])[CH3:37].[K+].C(B1OC(C)(C)C(C)(C)O1)(C)=C. Product: [C:1]([O:5][C:6](=[O:34])[CH2:7][O:8][C:9]1[C:18]2[CH2:17][CH2:16][CH2:15][C@@H:14]([NH:19][S:20]([C:23]3[CH:28]=[C:27]([C:29]([F:32])([F:31])[F:30])[CH:26]=[C:25]([C:36]([CH3:37])=[CH2:35])[CH:24]=3)(=[O:22])=[O:21])[C:13]=2[CH:12]=[CH:11][CH:10]=1)([CH3:4])([CH3:3])[CH3:2]. The catalyst class is: 427. (3) Reactant: C([O:3][C:4](=[O:33])[C:5]1[CH:10]=[CH:9][CH:8]=[C:7]([N:11]2[C:15]([CH3:16])=[CH:14][CH:13]=[C:12]2[C:17]2[CH:22]=[C:21]([Br:23])[CH:20]=[CH:19][C:18]=2[O:24][CH2:25][C:26]2[CH:31]=[CH:30][C:29]([F:32])=[CH:28][CH:27]=2)[CH:6]=1)C.[OH-].[Na+]. Product: [Br:23][C:21]1[CH:20]=[CH:19][C:18]([O:24][CH2:25][C:26]2[CH:27]=[CH:28][C:29]([F:32])=[CH:30][CH:31]=2)=[C:17]([C:12]2[N:11]([C:7]3[CH:6]=[C:5]([CH:10]=[CH:9][CH:8]=3)[C:4]([OH:33])=[O:3])[C:15]([CH3:16])=[CH:14][CH:13]=2)[CH:22]=1. The catalyst class is: 14. (4) Reactant: [CH3:1][O:2][CH2:3][CH:4]1[O:8][C:7]2([CH2:13][CH2:12][CH2:11][CH2:10][CH2:9]2)[O:6][CH:5]1[CH:14]=[N:15][OH:16].[Cl:17]N1C(=O)CCC1=O. The catalyst class is: 3. Product: [OH:16][N:15]=[C:14]([Cl:17])[C@H:5]1[C@H:4]([CH2:3][O:2][CH3:1])[O:8][C:7]2([CH2:13][CH2:12][CH2:11][CH2:10][CH2:9]2)[O:6]1. (5) Product: [CH3:19][O:20][C:21](=[O:32])[C:22]1[CH:23]=[CH:24][C:25]([S:28](=[O:29])(=[O:30])[NH:11][CH:7]([C:6]([O:5][C:1]([CH3:2])([CH3:4])[CH3:3])=[O:12])[CH:8]([CH3:9])[CH3:10])=[CH:26][CH:27]=1. The catalyst class is: 10. Reactant: [C:1]([O:5][C:6](=[O:12])[CH:7]([NH2:11])[CH:8]([CH3:10])[CH3:9])([CH3:4])([CH3:3])[CH3:2].N1C=CC=CC=1.[CH3:19][O:20][C:21](=[O:32])[C:22]1[CH:27]=[CH:26][C:25]([S:28](Cl)(=[O:30])=[O:29])=[CH:24][CH:23]=1.CCOC(C)=O.CCCCCC.